Dataset: Reaction yield outcomes from USPTO patents with 853,638 reactions. Task: Predict the reaction yield, written as a fraction of the theoretical maximum amount of product (1.0 means a 100% yield; for example, 0.34 means a 34% yield). (1) The reactants are [CH3:1][Mg+].[Br-].[F:4][C:5]1[CH:6]=[C:7]([CH:10]=[C:11]([F:14])[C:12]=1[F:13])[CH:8]=[O:9]. The catalyst is C1COCC1. The product is [F:4][C:5]1[CH:6]=[C:7]([CH:8]([OH:9])[CH3:1])[CH:10]=[C:11]([F:14])[C:12]=1[F:13]. The yield is 1.00. (2) The reactants are Br[C:2]1[CH:3]=[C:4]([N:24]([CH2:31][CH3:32])[CH:25]2[CH2:30][CH2:29][O:28][CH2:27][CH2:26]2)[C:5]([CH3:23])=[C:6]([CH:22]=1)[C:7]([NH:9][CH2:10][C:11]1[C:12](=[O:21])[NH:13][C:14]([CH3:20])=[CH:15][C:16]=1[CH:17]([CH3:19])[CH3:18])=[O:8].CC1(C)C(C)(C)OB([C:41]2[CH:42]=[CH:43][C:44]([CH:47]=[O:48])=[N:45][CH:46]=2)O1.C([O-])([O-])=O.[Na+].[Na+]. The catalyst is O1CCOCC1.C1C=CC([P]([Pd]([P](C2C=CC=CC=2)(C2C=CC=CC=2)C2C=CC=CC=2)([P](C2C=CC=CC=2)(C2C=CC=CC=2)C2C=CC=CC=2)[P](C2C=CC=CC=2)(C2C=CC=CC=2)C2C=CC=CC=2)(C2C=CC=CC=2)C2C=CC=CC=2)=CC=1. The product is [CH2:31]([N:24]([CH:25]1[CH2:30][CH2:29][O:28][CH2:27][CH2:26]1)[C:4]1[C:5]([CH3:23])=[C:6]([CH:22]=[C:2]([C:41]2[CH:46]=[N:45][C:44]([CH:47]=[O:48])=[CH:43][CH:42]=2)[CH:3]=1)[C:7]([NH:9][CH2:10][C:11]1[C:12](=[O:21])[NH:13][C:14]([CH3:20])=[CH:15][C:16]=1[CH:17]([CH3:19])[CH3:18])=[O:8])[CH3:32]. The yield is 0.665. (3) The reactants are C1(CC([C:11]2[CH:16]=[CH:15][CH:14]=[C:13]([N+:17]([O-:19])=[O:18])[CH:12]=2)C(O)=O)CCCC1.[C:20](Cl)(=[O:24])[C:21](Cl)=O.[NH2:26][C:27]1[S:28][CH:29]=[CH:30][N:31]=1.C(N(CC)[CH:36]([CH3:38])[CH3:37])(C)C.O1C[CH2:44][CH2:43][CH2:42]1. The catalyst is C(Cl)Cl.CN(C)C=O. The product is [CH:36]1([CH2:37][CH:21]([C:12]2[CH:11]=[CH:16][CH:15]=[CH:14][C:13]=2[N+:17]([O-:19])=[O:18])[C:20]([NH:26][C:27]2[S:28][CH:29]=[CH:30][N:31]=2)=[O:24])[CH2:38][CH2:44][CH2:43][CH2:42]1. The yield is 0.722. (4) The reactants are [CH2:1]([O:3][C:4](=[O:24])[CH2:5][C@@H:6]([NH:13][C:14]1[C:19]([N+:20]([O-])=O)=[CH:18][CH:17]=[C:16](C)[N:15]=1)[C:7]1[CH:12]=[CH:11][CH:10]=[CH:9][CH:8]=1)[CH3:2].C[C:26]1[C:27]([CH3:42])=[C:28](C)[C:29]([CH3:40])=[C:30]2[C:34]=1[N:33]([CH3:35])[C:32](C)=[C:31]2[CH2:37]NI.[C:43]([O-])([O-])=[O:44].[K+].[K+]. The catalyst is CN(C=O)C. The product is [CH2:1]([O:3][C:4](=[O:24])[CH2:5][C@@H:6]([N:13]1[C:14]2=[N:15][CH:16]=[CH:17][CH:18]=[C:19]2[N:20]([CH2:37][C:31]2[C:30]3[C:34](=[CH:26][C:27]([CH3:42])=[CH:28][C:29]=3[CH3:40])[N:33]([CH3:35])[CH:32]=2)[C:43]1=[O:44])[C:7]1[CH:8]=[CH:9][CH:10]=[CH:11][CH:12]=1)[CH3:2]. The yield is 0.810. (5) The reactants are O[C:2]1[C:3]2[CH:11]=[CH:10][CH:9]=[N:8][C:4]=2[N:5]=[CH:6][N:7]=1.O=P(Cl)(Cl)[Cl:14]. No catalyst specified. The product is [Cl:14][C:2]1[C:3]2[CH:11]=[CH:10][CH:9]=[N:8][C:4]=2[N:5]=[CH:6][N:7]=1. The yield is 0.320.